Dataset: Catalyst prediction with 721,799 reactions and 888 catalyst types from USPTO. Task: Predict which catalyst facilitates the given reaction. (1) Reactant: [CH3:1][CH2:2][O:3][C:4]([CH3:6])=[O:5].[Li+].CC([N-]C(C)C)C.[I:15][C:16]1[CH:24]=[CH:23][C:19]([C:20](Cl)=[O:21])=[CH:18][CH:17]=1.S(=O)(=O)(O)O. Product: [I:15][C:16]1[CH:24]=[CH:23][C:19]([C:20](=[O:21])[CH2:6][C:4]([O:3][CH2:2][CH3:1])=[O:5])=[CH:18][CH:17]=1. The catalyst class is: 28. (2) Reactant: Cl[C:2]1[CH:7]=[CH:6][C:5]([N+:8]([O-:10])=[O:9])=[CH:4][N:3]=1.[C:11]([O:15][C:16]([N:18]1[CH2:23][CH2:22][NH:21][CH2:20][CH2:19]1)=[O:17])([CH3:14])([CH3:13])[CH3:12].C(N(CC)CC)C.C(OCC)(=O)C. Product: [C:11]([O:15][C:16]([N:18]1[CH2:23][CH2:22][N:21]([C:2]2[CH:7]=[CH:6][C:5]([N+:8]([O-:10])=[O:9])=[CH:4][N:3]=2)[CH2:20][CH2:19]1)=[O:17])([CH3:14])([CH3:12])[CH3:13]. The catalyst class is: 729. (3) Reactant: [OH:1][C:2]1[C:7]([CH2:8][CH2:9][CH3:10])=[C:6]([OH:11])[CH:5]=[CH:4][C:3]=1[C:12](=[O:14])[CH3:13].C(N(CC)CC)C.[CH3:22][N:23]([CH3:27])[C:24](Cl)=[S:25]. The catalyst class is: 4. Product: [C:12]([C:3]1[CH:4]=[CH:5][C:6]([O:11][C:24](=[S:25])[N:23]([CH3:27])[CH3:22])=[C:7]([CH2:8][CH2:9][CH3:10])[C:2]=1[OH:1])(=[O:14])[CH3:13]. (4) Reactant: CCN=C=[N:5][CH2:6][CH2:7][CH2:8][N:9](C)C.C1C=CC2N(O)N=NC=2C=1.[Br:22][C:23]1[CH:24]=[C:25]([CH:29]=[CH:30][CH:31]=1)[C:26]([OH:28])=O.NCCC#N.C(=O)(O)[O-].[Na+]. Product: [Br:22][C:23]1[CH:24]=[C:25]([CH:29]=[CH:30][CH:31]=1)[C:26]([NH:9][CH2:8][CH2:7][C:6]#[N:5])=[O:28]. The catalyst class is: 3. (5) Reactant: [CH3:1][S:2](Cl)(=[O:4])=[O:3].[OH:6][CH:7]1[CH2:12][CH2:11][CH:10]([C:13]([O:15][C:16]([CH3:19])([CH3:18])[CH3:17])=[O:14])[CH2:9][CH2:8]1.C(N(CC)CC)C.C(=O)(O)[O-].[Na+]. Product: [CH3:1][S:2]([O:6][CH:7]1[CH2:8][CH2:9][CH:10]([C:13]([O:15][C:16]([CH3:19])([CH3:18])[CH3:17])=[O:14])[CH2:11][CH2:12]1)(=[O:4])=[O:3]. The catalyst class is: 4. (6) Reactant: Cl[N:2]1C(=O)CCC1=O.CN1CC[O:15][B:14]([C:18]2[CH:19]=[C:20]([S:24]([O-:26])=[O:25])[CH:21]=[N:22][CH:23]=2)[O:13]CC1.[Li+].[OH-].[NH4+]. Product: [S:24]([C:20]1[CH:21]=[N:22][CH:23]=[C:18]([B:14]([OH:15])[OH:13])[CH:19]=1)(=[O:26])(=[O:25])[NH2:2]. The catalyst class is: 2.